From a dataset of Reaction yield outcomes from USPTO patents with 853,638 reactions. Predict the reaction yield, written as a fraction of the theoretical maximum amount of product (1.0 means a 100% yield; for example, 0.34 means a 34% yield). (1) The reactants are [CH3:1][C:2]1[C:7]([N+:8]([O-:10])=[O:9])=[CH:6][N:5]=[C:4]([OH:11])[CH:3]=1.C(N(CC)CC)C.[F:19][C:20]([F:33])([F:32])[S:21](O[S:21]([C:20]([F:33])([F:32])[F:19])(=[O:23])=[O:22])(=[O:23])=[O:22].C(=O)(O)[O-].[Na+]. The catalyst is ClCCl. The product is [F:19][C:20]([F:33])([F:32])[S:21]([O:11][C:4]1[CH:3]=[C:2]([CH3:1])[C:7]([N+:8]([O-:10])=[O:9])=[CH:6][N:5]=1)(=[O:23])=[O:22]. The yield is 0.940. (2) The reactants are [CH3:1][C:2]1[CH:7]=[C:6]([N+:8]([O-:10])=[O:9])[CH:5]=[CH:4][C:3]=1[OH:11].C(=O)([O-])[O-].[K+].[K+].[Cl:18][CH2:19][CH2:20][CH2:21]I. The catalyst is C(#N)C. The product is [Cl:18][CH2:19][CH2:20][CH2:21][O:11][C:3]1[CH:4]=[CH:5][C:6]([N+:8]([O-:10])=[O:9])=[CH:7][C:2]=1[CH3:1]. The yield is 0.520. (3) The reactants are O=P(Cl)(Cl)[Cl:3].[CH3:6][C:7]1[N+:8]([O-])=[C:9]([C:13]2[CH:22]=[CH:21][C:16]([C:17]([O:19][CH3:20])=[O:18])=[CH:15][CH:14]=2)[O:10][C:11]=1[CH3:12]. The catalyst is C(Cl)Cl. The product is [Cl:3][CH2:6][C:7]1[N:8]=[C:9]([C:13]2[CH:22]=[CH:21][C:16]([C:17]([O:19][CH3:20])=[O:18])=[CH:15][CH:14]=2)[O:10][C:11]=1[CH3:12]. The yield is 0.770.